This data is from Full USPTO retrosynthesis dataset with 1.9M reactions from patents (1976-2016). The task is: Predict the reactants needed to synthesize the given product. (1) Given the product [ClH:24].[F:1][C:2]1[CH:3]=[C:4]([C:5]([N:7]2[CH2:8][CH2:9][NH:10][CH2:11][CH2:12]2)=[O:6])[CH:20]=[CH:21][C:22]=1[CH3:23], predict the reactants needed to synthesize it. The reactants are: [F:1][C:2]1[CH:3]=[C:4]([CH:20]=[CH:21][C:22]=1[CH3:23])[C:5]([N:7]1[CH2:12][CH2:11][N:10](C(OC(C)(C)C)=O)[CH2:9][CH2:8]1)=[O:6].[ClH:24].CCOC(C)=O. (2) Given the product [N:15]1([C:18]2[CH:19]=[CH:20][C:21]([NH:22][CH2:1][C:3]3[CH:11]=[CH:10][C:6]([C:7]([OH:9])=[O:8])=[CH:5][CH:4]=3)=[CH:23][CH:24]=2)[CH2:14][CH2:13][O:12][CH2:17][CH2:16]1, predict the reactants needed to synthesize it. The reactants are: [CH:1]([C:3]1[CH:11]=[CH:10][C:6]([C:7]([OH:9])=[O:8])=[CH:5][CH:4]=1)=O.[O:12]1[CH2:17][CH2:16][N:15]([C:18]2[CH:24]=[CH:23][C:21]([NH2:22])=[CH:20][CH:19]=2)[CH2:14][CH2:13]1.[Sn](CCCC)(CCCC)(Cl)Cl.C1([SiH3])C=CC=CC=1. (3) Given the product [F:20][C:17]1[CH:18]=[CH:19][C:14]([NH:1][C:2]2[CH:9]=[CH:8][C:7]([CH:10]([CH3:12])[CH3:11])=[CH:6][C:3]=2[C:4]#[N:5])=[C:15]([N+:21]([O-:23])=[O:22])[CH:16]=1, predict the reactants needed to synthesize it. The reactants are: [NH2:1][C:2]1[CH:9]=[CH:8][C:7]([CH:10]([CH3:12])[CH3:11])=[CH:6][C:3]=1[C:4]#[N:5].F[C:14]1[CH:19]=[CH:18][C:17]([F:20])=[CH:16][C:15]=1[N+:21]([O-:23])=[O:22].O.[OH-].[Li+]. (4) Given the product [OH:6][CH2:7][C@@H:8]1[CH2:13][C@H:12]([N:14]([CH:16]([CH3:18])[CH3:17])[CH3:15])[CH2:11][CH2:10][C@@H:9]1[N:19]1[CH2:23][CH2:22][CH:21]([NH:24][C:25]2[C:34]3[C:29](=[CH:30][CH:31]=[C:32]([C:35]([F:37])([F:38])[F:36])[CH:33]=3)[N:28]=[CH:27][N:26]=2)[C:20]1=[O:39], predict the reactants needed to synthesize it. The reactants are: C([O:6][CH2:7][C@@H:8]1[CH2:13][C@H:12]([N:14]([CH:16]([CH3:18])[CH3:17])[CH3:15])[CH2:11][CH2:10][C@@H:9]1[N:19]1[CH2:23][CH2:22][CH:21]([NH:24][C:25]2[C:34]3[C:29](=[CH:30][CH:31]=[C:32]([C:35]([F:38])([F:37])[F:36])[CH:33]=3)[N:28]=[CH:27][N:26]=2)[C:20]1=[O:39])(=O)C(C)C.[OH-].[Na+].[NH4+].[Cl-]. (5) Given the product [CH:4]([C:3]1[N:7]=[C:15]([N:12]2[CH2:13][CH2:14][CH:9]([OH:8])[CH2:10][CH2:11]2)[O:1][N:2]=1)([CH3:6])[CH3:5], predict the reactants needed to synthesize it. The reactants are: [OH:1][NH:2][C:3](=[NH:7])[CH:4]([CH3:6])[CH3:5].[OH:8][CH:9]1[CH2:14][CH2:13][N:12]([C:15]#N)[CH2:11][CH2:10]1. (6) Given the product [NH2:24][C:18]1[CH:19]=[CH:20][C:15]2[S:14][CH:13]=[C:12]([CH2:11][CH2:10][NH:9][C:7]([CH:1]3[CH2:6][CH2:5][CH2:4][CH2:3][CH2:2]3)=[O:8])[C:16]=2[CH:17]=1, predict the reactants needed to synthesize it. The reactants are: [CH:1]1([C:7]([NH:9][CH2:10][CH2:11][C:12]2[C:16]3[CH:17]=[C:18](C(Cl)=O)[CH:19]=[CH:20][C:15]=3[S:14][CH:13]=2)=[O:8])[CH2:6][CH2:5][CH2:4][CH2:3][CH2:2]1.[N-:24]=[N+]=[N-].[Na+].FC(F)(F)C(O)=O.C(=O)([O-])[O-].[K+].[K+].